This data is from Choline transporter screen with 302,306 compounds. The task is: Binary Classification. Given a drug SMILES string, predict its activity (active/inactive) in a high-throughput screening assay against a specified biological target. (1) The compound is O=C(NC(c1ccccc1)C)c1cc(c([nH]c1=O)C)C(OCC)=O. The result is 1 (active). (2) The molecule is n1(ncc(c1N)C#N)c1nnc(c2c1cccc2)c1cc(c(cc1)C)C. The result is 0 (inactive). (3) The compound is S(=O)(=O)(N(c1c(OC)cccc1)C)c1ccc(cc1)C(OCC(=O)NCC(F)(F)F)=O. The result is 0 (inactive). (4) The molecule is s1c2nc(c(cc2c(N)c1C(=O)c1ccccc1)C(OC)=O)C(OC)OC. The result is 0 (inactive). (5) The molecule is S(=O)(=O)(N1CCc2c(C1)cccc2)c1ccc(cc1)C(=O)NNc1sc2c(n1)ccc(c2)C. The result is 0 (inactive). (6) The drug is S(c1n(nnn1)c1c(cc(cc1)C)C)CC(=O)Nc1scc(n1)CC(OCC)=O. The result is 0 (inactive). (7) The compound is s1c(c(n2cccc2)cc1)C(=O)NNC(=O)Nc1ccc(F)cc1. The result is 0 (inactive). (8) The drug is O=C(Nc1ccc(cc1)C(=O)N\N=C\c1ncccc1)c1ccc(cc1)C. The result is 0 (inactive). (9) The drug is O(CC(=O)N1CCCC1)C(=O)c1occc1. The result is 0 (inactive). (10) The compound is Clc1ccc(CS(=O)Cc2oc(cc2)C(=O)NCc2occc2)cc1. The result is 0 (inactive).